Dataset: Full USPTO retrosynthesis dataset with 1.9M reactions from patents (1976-2016). Task: Predict the reactants needed to synthesize the given product. (1) Given the product [CH:6]([C:8]1[CH:18]=[C:17]([N+:19]([O-:21])=[O:20])[CH:16]=[CH:15][C:9]=1[O:10][CH2:11][C:12]([OH:14])=[O:13])=[O:7], predict the reactants needed to synthesize it. The reactants are: S(=O)(=O)(O)O.[CH:6]([C:8]1[CH:18]=[CH:17][CH:16]=[CH:15][C:9]=1[O:10][CH2:11][C:12]([OH:14])=[O:13])=[O:7].[N+:19]([O-])([OH:21])=[O:20]. (2) Given the product [CH2:27]([O:26][C:23]1[CH:24]=[CH:25][C:20]([CH2:19][O:11][C:8]2[CH:7]=[CH:6][C:3]([CH:4]=[O:5])=[C:2]([OH:1])[C:9]=2[CH3:10])=[CH:21][CH:22]=1)[CH3:28], predict the reactants needed to synthesize it. The reactants are: [OH:1][C:2]1[C:9]([CH3:10])=[C:8]([OH:11])[CH:7]=[CH:6][C:3]=1[CH:4]=[O:5].C(=O)([O-])[O-].[K+].[K+].Cl[CH2:19][C:20]1[CH:25]=[CH:24][C:23]([O:26][CH2:27][CH3:28])=[CH:22][CH:21]=1.O. (3) Given the product [F:18][C:14]1[CH:13]=[C:12]([C@@H:5]([NH:4][C:1](=[O:3])[CH3:2])[CH2:6][CH2:7][OH:8])[CH:17]=[CH:16][CH:15]=1, predict the reactants needed to synthesize it. The reactants are: [C:1]([NH:4][C@H:5]([C:12]1[CH:17]=[CH:16][CH:15]=[C:14]([F:18])[CH:13]=1)[CH2:6][C:7](OCC)=[O:8])(=[O:3])[CH3:2].[BH4-].[Na+].CO.[OH-].[Na+]. (4) Given the product [Cl:15][C:16]1[CH:17]=[C:18]2[C:22](=[CH:23][CH:24]=1)[NH:21][C:20](=[O:25])[C:19]2=[CH:12][C:7]1[CH:8]=[C:9]2[C:4](=[CH:5][CH:6]=1)[O:3][C:2]([CH3:14])([CH3:1])[CH2:11][CH2:10]2, predict the reactants needed to synthesize it. The reactants are: [CH3:1][C:2]1([CH3:14])[CH2:11][CH2:10][C:9]2[C:4](=[CH:5][CH:6]=[C:7]([CH:12]=O)[CH:8]=2)[O:3]1.[Cl:15][C:16]1[CH:17]=[C:18]2[C:22](=[CH:23][CH:24]=1)[NH:21][C:20](=[O:25])[CH2:19]2.